Dataset: Forward reaction prediction with 1.9M reactions from USPTO patents (1976-2016). Task: Predict the product of the given reaction. (1) Given the reactants Cl[C:2]1[C:11]2[C:6](=[CH:7][C:8]([O:12][CH3:13])=[CH:9][CH:10]=2)[CH:5]=[C:4]([NH:14][C:15]2[CH:19]=[CH:18][NH:17][N:16]=2)[N:3]=1.B(O)(O)[C:21]1[CH:22]=[CH:23][C:24]([CH3:27])=[CH:25][CH:26]=1, predict the reaction product. The product is: [CH3:13][O:12][C:8]1[CH:7]=[C:6]2[C:11](=[CH:10][CH:9]=1)[C:2]([C:21]1[CH:26]=[CH:25][C:24]([CH3:27])=[CH:23][CH:22]=1)=[N:3][C:4]([NH:14][C:15]1[CH:19]=[CH:18][NH:17][N:16]=1)=[CH:5]2. (2) Given the reactants [CH3:1][O:2][C:3]1[CH:4]=[C:5]([C:12]2[CH2:13][CH2:14][N:15]([C:18]([O:20][C:21]([CH3:24])([CH3:23])[CH3:22])=[O:19])[CH2:16][CH:17]=2)[CH:6]=[CH:7][C:8]=1[N+:9]([O-])=O, predict the reaction product. The product is: [NH2:9][C:8]1[CH:7]=[CH:6][C:5]([CH:12]2[CH2:13][CH2:14][N:15]([C:18]([O:20][C:21]([CH3:22])([CH3:23])[CH3:24])=[O:19])[CH2:16][CH2:17]2)=[CH:4][C:3]=1[O:2][CH3:1]. (3) Given the reactants [F:1][C:2]1[CH:7]=[CH:6][CH:5]=[C:4]([N+:8]([O-:10])=[O:9])[C:3]=1[OH:11].C([O-])([O-])=O.[K+].[K+].[F:18][C:19]([F:32])([F:31])[S:20](O[S:20]([C:19]([F:32])([F:31])[F:18])(=[O:22])=[O:21])(=[O:22])=[O:21], predict the reaction product. The product is: [F:1][C:2]1[CH:7]=[CH:6][CH:5]=[C:4]([N+:8]([O-:10])=[O:9])[C:3]=1[O:11][S:20]([C:19]([F:32])([F:31])[F:18])(=[O:22])=[O:21]. (4) Given the reactants [Br:1][C:2]1[CH:29]=[C:28]([F:30])[C:5]([CH2:6][N:7]2[C:11]3[CH:12]=[C:13]([OH:16])[CH:14]=[CH:15][C:10]=3[N:9]=[C:8]2[C@H:17]2[CH2:22][CH2:21][CH2:20][CH2:19][C@H:18]2[C:23]([O:25][CH2:26][CH3:27])=[O:24])=[C:4]([F:31])[CH:3]=1.Cl[CH2:33][C:34]1[C:39]([F:40])=[CH:38][C:37]([CH3:41])=[CH:36][N:35]=1.C([O-])([O-])=O.[Cs+].[Cs+], predict the reaction product. The product is: [Br:1][C:2]1[CH:29]=[C:28]([F:30])[C:5]([CH2:6][N:7]2[C:11]3[CH:12]=[C:13]([O:16][CH2:33][C:34]4[C:39]([F:40])=[CH:38][C:37]([CH3:41])=[CH:36][N:35]=4)[CH:14]=[CH:15][C:10]=3[N:9]=[C:8]2[C@H:17]2[CH2:22][CH2:21][CH2:20][CH2:19][C@H:18]2[C:23]([O:25][CH2:26][CH3:27])=[O:24])=[C:4]([F:31])[CH:3]=1. (5) Given the reactants [CH3:1][NH:2][C:3]1[CH:4]=[C:5]([CH:21]=[CH:22][C:23]=1[N+:24]([O-])=O)[O:6][C:7]1[CH:8]=[C:9]([NH:13][C:14](=[O:20])[O:15][C:16]([CH3:19])([CH3:18])[CH3:17])[CH:10]=[CH:11][CH:12]=1.O1CCCC1.[H][H], predict the reaction product. The product is: [NH2:24][C:23]1[CH:22]=[CH:21][C:5]([O:6][C:7]2[CH:8]=[C:9]([NH:13][C:14](=[O:20])[O:15][C:16]([CH3:19])([CH3:18])[CH3:17])[CH:10]=[CH:11][CH:12]=2)=[CH:4][C:3]=1[NH:2][CH3:1]. (6) Given the reactants [CH2:1]1[CH:3]([C@H:4]([NH2:8])[C:5]([OH:7])=[O:6])[CH2:2]1.O.[F:10][C:11]([F:29])([F:28])[C:12]([O:15][C:16](=O)[O:17]C1C=CC([N+]([O-])=O)=CC=1)([CH3:14])[CH3:13].CCN(C(C)C)C(C)C, predict the reaction product. The product is: [CH:3]1([CH:4]([NH:8][C:16]([O:15][C:12]([CH3:14])([CH3:13])[C:11]([F:29])([F:28])[F:10])=[O:17])[C:5]([OH:7])=[O:6])[CH2:2][CH2:1]1. (7) Given the reactants Cl[CH2:2][CH2:3][CH2:4][N:5]1[CH:13]=[C:12]2[C:7]([N:8]=[C:9]([C:27]3[CH:32]=[CH:31][C:30]([F:33])=[CH:29][CH:28]=3)[C:10]([C:21]3[CH:26]=[CH:25][N:24]=[CH:23][CH:22]=3)=[C:11]2[C:14]2[CH:19]=[CH:18][C:17]([F:20])=[CH:16][CH:15]=2)=[N:6]1.[C:34](#[N:36])C, predict the reaction product. The product is: [CH3:34][NH:36][CH2:2][CH2:3][CH2:4][N:5]1[CH:13]=[C:12]2[C:7]([N:8]=[C:9]([C:27]3[CH:32]=[CH:31][C:30]([F:33])=[CH:29][CH:28]=3)[C:10]([C:21]3[CH:26]=[CH:25][N:24]=[CH:23][CH:22]=3)=[C:11]2[C:14]2[CH:19]=[CH:18][C:17]([F:20])=[CH:16][CH:15]=2)=[N:6]1. (8) Given the reactants Br[C:2]1[CH:3]=[N:4][C:5]([NH2:8])=[N:6][CH:7]=1.[C:9]([O:17][C:18]1[CH:23]=[CH:22][CH:21]=[C:20]([CH:24]=[CH2:25])[CH:19]=1)(=[O:16])[C:10]1[CH:15]=[CH:14][CH:13]=[CH:12][CH:11]=1.C1C=CC(P(C2C=CC=CC=2)C2C=CC=CC=2)=CC=1.C([O-])(O)=O.[Na+], predict the reaction product. The product is: [C:9]([O:17][C:18]1[CH:23]=[CH:22][CH:21]=[C:20](/[CH:24]=[CH:25]/[C:2]2[CH:3]=[N:4][C:5]([NH2:8])=[N:6][CH:7]=2)[CH:19]=1)(=[O:16])[C:10]1[CH:11]=[CH:12][CH:13]=[CH:14][CH:15]=1. (9) Given the reactants Br[C:2]1[CH:3]=[CH:4][C:5]([N:10]2[CH:14]=[C:13]([CH3:15])[N:12]=[CH:11]2)=[C:6]([CH:9]=1)[C:7]#[N:8].[CH3:16][O:17][C:18]1[CH:30]=[CH:29][C:21]([CH2:22][N:23]2[CH:27]=[N:26][C:25]([NH2:28])=[N:24]2)=[CH:20][CH:19]=1, predict the reaction product. The product is: [CH3:16][O:17][C:18]1[CH:19]=[CH:20][C:21]([CH2:22][N:23]2[CH:27]=[N:26][C:25]([NH:28][C:2]3[CH:3]=[CH:4][C:5]([N:10]4[CH:14]=[C:13]([CH3:15])[N:12]=[CH:11]4)=[C:6]([CH:9]=3)[C:7]#[N:8])=[N:24]2)=[CH:29][CH:30]=1. (10) Given the reactants [CH2:1]([O:3][C:4]1[CH:5]=[C:6]([CH3:13])[CH:7]=[CH:8][C:9]=1[O:10][CH2:11][CH3:12])[CH3:2].[C:14]1(=[O:20])[O:19][C:17](=[O:18])[CH2:16][CH2:15]1.[Cl-].[Al+3].[Cl-].[Cl-].Cl, predict the reaction product. The product is: [CH2:1]([O:3][C:4]1[C:9]([O:10][CH2:11][CH3:12])=[CH:8][C:7]([C:17](=[O:18])[CH2:16][CH2:15][C:14]([OH:19])=[O:20])=[C:6]([CH3:13])[CH:5]=1)[CH3:2].